From a dataset of Full USPTO retrosynthesis dataset with 1.9M reactions from patents (1976-2016). Predict the reactants needed to synthesize the given product. Given the product [NH:8]1[CH2:13][CH2:12][CH2:11][C@@H:10]([C:14]([OH:16])=[O:15])[CH2:9]1, predict the reactants needed to synthesize it. The reactants are: C(OC([N:8]1[CH2:13][CH2:12][CH2:11][C@@H:10]([C:14]([OH:16])=[O:15])[CH2:9]1)=O)(C)(C)C.Cl.